This data is from Catalyst prediction with 721,799 reactions and 888 catalyst types from USPTO. The task is: Predict which catalyst facilitates the given reaction. (1) Reactant: [C:1]([O:5][C:6](=[O:15])[CH2:7][C:8](=[O:14])[CH2:9][C@H:10]([OH:13])[CH2:11][OH:12])([CH3:4])([CH3:3])[CH3:2].N1C=CC=CC=1.[C:22](Cl)(=[O:29])[C:23]1[CH:28]=[CH:27][CH:26]=[CH:25][CH:24]=1.[OH-].[Na+]. Product: [C:1]([O:5][C:6](=[O:15])[CH2:7][C:8](=[O:14])[CH2:9][C@H:10]([OH:13])[CH2:11][O:12][C:22](=[O:29])[C:23]1[CH:28]=[CH:27][CH:26]=[CH:25][CH:24]=1)([CH3:4])([CH3:2])[CH3:3]. The catalyst class is: 34. (2) Reactant: I[C:2]1[C:6]2[C:7]([O:11][CH3:12])=[N:8][CH:9]=[CH:10][C:5]=2[N:4]([CH:13]2[CH2:18][CH2:17][O:16][CH2:15][CH2:14]2)[CH:3]=1.CC1(C)C(C)(C)OB([C:27]2[CH:32]=[CH:31][C:30]([S:33]([NH2:36])(=[O:35])=[O:34])=[CH:29][CH:28]=2)O1.C(=O)([O-])[O-].[K+].[K+]. Product: [CH3:12][O:11][C:7]1[C:6]2[C:2]([C:27]3[CH:32]=[CH:31][C:30]([S:33]([NH2:36])(=[O:35])=[O:34])=[CH:29][CH:28]=3)=[CH:3][N:4]([CH:13]3[CH2:18][CH2:17][O:16][CH2:15][CH2:14]3)[C:5]=2[CH:10]=[CH:9][N:8]=1. The catalyst class is: 339. (3) Reactant: [N+:1]([C:4]1[CH:9]=[CH:8][C:7]([N:10]2[CH2:15][CH2:14][N:13]([CH:16]([C:25]3[CH:30]=[CH:29][CH:28]=[CH:27][CH:26]=3)[C:17]([NH:19][CH2:20][C:21]([F:24])([F:23])[F:22])=[O:18])[CH2:12][CH2:11]2)=[CH:6][CH:5]=1)([O-])=O.S1C=CC=C1.[H][H]. Product: [NH2:1][C:4]1[CH:5]=[CH:6][C:7]([N:10]2[CH2:11][CH2:12][N:13]([CH:16]([C:25]3[CH:26]=[CH:27][CH:28]=[CH:29][CH:30]=3)[C:17]([NH:19][CH2:20][C:21]([F:24])([F:23])[F:22])=[O:18])[CH2:14][CH2:15]2)=[CH:8][CH:9]=1. The catalyst class is: 19. (4) Reactant: [F:1][C:2]([F:7])([F:6])[CH:3](O)O.[CH3:8][N+:9]([O-:11])=[O:10].C([O-])([O-])=O.[Na+].[Na+].O=P12OP3(OP(OP(O3)(O1)=O)(=O)O2)=O. Product: [F:1][C:2]([F:7])([F:6])[CH:3]=[CH:8][N+:9]([O-:11])=[O:10]. The catalyst class is: 6. (5) Reactant: Cl.[NH2:2][C:3]1[CH:8]=[CH:7][C:6](/[CH:9]=[CH:10]/[C:11]2[C:19]3[C:14](=[CH:15][CH:16]=[CH:17][CH:18]=3)[NH:13][N:12]=2)=[CH:5][CH:4]=1.[C:20](OC(=O)C)(=[O:22])[CH3:21].Cl. Product: [C:20]([NH:2][C:3]1[CH:8]=[CH:7][C:6](/[CH:9]=[CH:10]/[C:11]2[C:19]3[C:14](=[CH:15][CH:16]=[CH:17][CH:18]=3)[NH:13][N:12]=2)=[CH:5][CH:4]=1)(=[O:22])[CH3:21]. The catalyst class is: 17. (6) The catalyst class is: 175. Reactant: [CH3:1][C:2]1([CH3:22])[CH:6]([C:7]2[CH:12]=[CH:11][C:10]([CH3:13])=[CH:9][CH:8]=2)[C:5]2[C:14]([CH3:21])=[C:15]([NH2:20])[C:16]([CH3:19])=[C:17]([CH3:18])[C:4]=2[O:3]1.[CH3:23][O:24][C:25]1[CH:33]=[CH:32][C:28]([C:29](Cl)=[O:30])=[CH:27][CH:26]=1. Product: [CH3:23][O:24][C:25]1[CH:33]=[CH:32][C:28]([C:29]([NH:20][C:15]2[C:16]([CH3:19])=[C:17]([CH3:18])[C:4]3[O:3][C:2]([CH3:22])([CH3:1])[CH:6]([C:7]4[CH:8]=[CH:9][C:10]([CH3:13])=[CH:11][CH:12]=4)[C:5]=3[C:14]=2[CH3:21])=[O:30])=[CH:27][CH:26]=1.